This data is from Experimentally validated miRNA-target interactions with 360,000+ pairs, plus equal number of negative samples. The task is: Binary Classification. Given a miRNA mature sequence and a target amino acid sequence, predict their likelihood of interaction. The miRNA is hsa-miR-2681-5p with sequence GUUUUACCACCUCCAGGAGACU. The protein sequence of the target gene is MPKSKELVSSSSSGSDSDSEVEKKLKRKKQAVPEKPVKKQKPGETSRALASSKQSSSSRDDNMFQIGKMRYVSVRDFKGKILIDIREYWMDSEGEMKPGRKGISLNMEQWSQLKEQISDIDDAVRKL. Result: 0 (no interaction).